This data is from Full USPTO retrosynthesis dataset with 1.9M reactions from patents (1976-2016). The task is: Predict the reactants needed to synthesize the given product. (1) Given the product [C:10]([O:14][C:15]([N:17]1[CH2:22][CH2:21][N:20]([CH:23]([CH2:24][CH3:25])[C:9]#[C:8][C:4]2[CH:5]=[CH:6][CH:7]=[C:2]([Cl:1])[CH:3]=2)[CH2:19][CH2:18]1)=[O:16])([CH3:13])([CH3:11])[CH3:12], predict the reactants needed to synthesize it. The reactants are: [Cl:1][C:2]1[CH:3]=[C:4]([C:8]#[CH:9])[CH:5]=[CH:6][CH:7]=1.[C:10]([O:14][C:15]([N:17]1[CH2:22][CH2:21][NH:20][CH2:19][CH2:18]1)=[O:16])([CH3:13])([CH3:12])[CH3:11].[CH:23](=O)[CH2:24][CH3:25]. (2) Given the product [CH:1]1([C:4]2[N:8]=[C:7]([C:9]3[C:10]4[CH2:27][CH2:26][CH2:25][C:11]=4[S:12][C:13]=3[NH:14][C:15]([CH:17]3[CH2:28][CH2:21][CH2:20][CH2:19][CH:18]3[C:22]([OH:24])=[O:23])=[O:16])[O:6][N:5]=2)[CH2:3][CH2:2]1, predict the reactants needed to synthesize it. The reactants are: [CH:1]1([C:4]2[N:8]=[C:7]([C:9]3[C:10]4[CH2:27][CH2:26][CH2:25][C:11]=4[S:12][C:13]=3[NH:14][C:15]([C:17]3[CH2:21][CH2:20][CH2:19][C:18]=3[C:22]([OH:24])=[O:23])=[O:16])[O:6][N:5]=2)[CH2:3][CH2:2]1.[C@@H:28]12C(=O)OC(=O)[C@H]1CCCC2. (3) Given the product [CH2:16]([O:18][C:19]([C:21]1[N:22]=[C:23]([NH:26][C:9]([O:11][C:12]([CH3:13])([CH3:14])[CH3:15])=[O:10])[S:24][CH:25]=1)=[O:20])[CH3:17], predict the reactants needed to synthesize it. The reactants are: [C:9](O[C:9]([O:11][C:12]([CH3:15])([CH3:14])[CH3:13])=[O:10])([O:11][C:12]([CH3:15])([CH3:14])[CH3:13])=[O:10].[CH2:16]([O:18][C:19]([C:21]1[N:22]=[C:23]([NH2:26])[S:24][CH:25]=1)=[O:20])[CH3:17]. (4) Given the product [F:1][C:2]1[CH:3]=[C:4]([CH:28]=[CH:29][C:30]=1[F:31])[CH2:5][N:6]1[C:11](=[O:12])[C:10]([CH2:13][N:36]2[CH2:37][CH2:38][N:33]([CH3:32])[CH2:34][CH2:35]2)=[CH:9][C:8]([C:19]2[CH:24]=[CH:23][C:22]([O:25][CH3:26])=[C:21]([F:27])[CH:20]=2)=[N:7]1, predict the reactants needed to synthesize it. The reactants are: [F:1][C:2]1[CH:3]=[C:4]([CH:28]=[CH:29][C:30]=1[F:31])[CH2:5][N:6]1[C:11](=[O:12])[C:10]([CH2:13]OS(C)(=O)=O)=[CH:9][C:8]([C:19]2[CH:24]=[CH:23][C:22]([O:25][CH3:26])=[C:21]([F:27])[CH:20]=2)=[N:7]1.[CH3:32][N:33]1[CH2:38][CH2:37][NH:36][CH2:35][CH2:34]1. (5) Given the product [CH3:8][O:9][CH2:10][CH2:11][N:12]1[CH:6]([C:2]2[S:1][CH:5]=[CH:4][CH:3]=2)[CH:14]([C:13]([NH:25][C:26]2[CH:30]=[CH:29][NH:28][N:27]=2)=[O:24])[C:15]2[C:16](=[CH:20][CH:21]=[CH:22][CH:23]=2)[C:17]1=[O:19], predict the reactants needed to synthesize it. The reactants are: [S:1]1[CH:5]=[CH:4][CH:3]=[C:2]1[CH:6]=O.[CH3:8][O:9][CH2:10][CH2:11][NH2:12].[C:13]1(=[O:24])[O:19][C:17](=O)[C:16]2=[CH:20][CH:21]=[CH:22][CH:23]=[C:15]2[CH2:14]1.[NH2:25][C:26]1[CH:30]=[CH:29][NH:28][N:27]=1. (6) Given the product [CH3:1][O:2][C:3]1[CH:30]=[C:29]([O:31][CH3:32])[CH:28]=[CH:27][C:4]=1[CH2:5][NH:6][C:7]([C:9]1([CH2:22][CH2:23][CH2:24][CH2:25][N:36]2[CH2:37][CH2:38][N:33]([C:39]3[CH:48]=[CH:47][C:46]4[C:41](=[CH:42][CH:43]=[CH:44][CH:45]=4)[N:40]=3)[CH2:34][CH2:35]2)[C:21]2[CH:20]=[CH:19][CH:18]=[CH:17][C:16]=2[C:15]2[C:10]1=[CH:11][CH:12]=[CH:13][CH:14]=2)=[O:8], predict the reactants needed to synthesize it. The reactants are: [CH3:1][O:2][C:3]1[CH:30]=[C:29]([O:31][CH3:32])[CH:28]=[CH:27][C:4]=1[CH2:5][NH:6][C:7]([C:9]1([CH2:22][CH2:23][CH2:24][CH2:25]Br)[C:21]2[CH:20]=[CH:19][CH:18]=[CH:17][C:16]=2[C:15]2[C:10]1=[CH:11][CH:12]=[CH:13][CH:14]=2)=[O:8].[N:33]1([C:39]2[CH:48]=[CH:47][C:46]3[C:41](=[CH:42][CH:43]=[CH:44][CH:45]=3)[N:40]=2)[CH2:38][CH2:37][NH:36][CH2:35][CH2:34]1.